Dataset: Peptide-MHC class I binding affinity with 185,985 pairs from IEDB/IMGT. Task: Regression. Given a peptide amino acid sequence and an MHC pseudo amino acid sequence, predict their binding affinity value. This is MHC class I binding data. (1) The peptide sequence is REMHHLVEF. The MHC is HLA-B45:06 with pseudo-sequence HLA-B45:06. The binding affinity (normalized) is 0.213. (2) The peptide sequence is FQPQCGQFI. The binding affinity (normalized) is 0.0352. The MHC is H-2-Kb with pseudo-sequence H-2-Kb. (3) The peptide sequence is NDRPKQAW. The MHC is Mamu-B01 with pseudo-sequence Mamu-B01. The binding affinity (normalized) is 0. (4) The peptide sequence is GTNFGTIIL. The MHC is HLA-A68:02 with pseudo-sequence HLA-A68:02. The binding affinity (normalized) is 0.289. (5) The peptide sequence is IINAHRIPK. The MHC is HLA-A03:01 with pseudo-sequence HLA-A03:01. The binding affinity (normalized) is 0.653. (6) The MHC is HLA-A29:02 with pseudo-sequence HLA-A29:02. The peptide sequence is LYTAKYPNL. The binding affinity (normalized) is 0.130.